This data is from Forward reaction prediction with 1.9M reactions from USPTO patents (1976-2016). The task is: Predict the product of the given reaction. (1) Given the reactants [OH:1][C:2]1[CH:20]=[CH:19][C:5]2[N:6]=[C:7]([C:9]3[CH:10]=[C:11]([CH:16]=[CH:17][CH:18]=3)[C:12]([O:14][CH3:15])=[O:13])[S:8][C:4]=2[CH:3]=1.[Cl:21][C:22]1[CH:27]=[CH:26][CH:25]=[C:24]([Cl:28])[C:23]=1[C:29]1[C:33]([CH2:34]O)=[C:32]([CH:36]([CH3:38])[CH3:37])[O:31][N:30]=1.C1(P(C2C=CC=CC=2)C2C=CC=CC=2)C=CC=CC=1.N(C(OC(C)C)=O)=NC(OC(C)C)=O, predict the reaction product. The product is: [Cl:28][C:24]1[CH:25]=[CH:26][CH:27]=[C:22]([Cl:21])[C:23]=1[C:29]1[C:33]([CH2:34][O:1][C:2]2[CH:20]=[CH:19][C:5]3[N:6]=[C:7]([C:9]4[CH:10]=[C:11]([CH:16]=[CH:17][CH:18]=4)[C:12]([O:14][CH3:15])=[O:13])[S:8][C:4]=3[CH:3]=2)=[C:32]([CH:36]([CH3:38])[CH3:37])[O:31][N:30]=1. (2) Given the reactants [F:1][C:2]1[CH:3]=[C:4]([CH:47]=[CH:48][N:49]=1)[C:5]([NH:7][C:8]1[N:9]=[C:10]2[CH:15]=[CH:14][C:13]([C:16]3[C:17]([C:39]4[CH:44]=[CH:43][C:42]([F:45])=[CH:41][CH:40]=4)=[N:18][N:19]([CH3:38])[C:20]=3[N:21]3[CH2:26][CH2:25][N:24]([C:27](=[O:37])[CH2:28][NH:29]C(=O)OC(C)(C)C)[CH2:23][CH2:22]3)=[N:12][N:11]2[CH:46]=1)=[O:6].C(O)(C(F)(F)F)=O, predict the reaction product. The product is: [NH2:29][CH2:28][C:27]([N:24]1[CH2:25][CH2:26][N:21]([C:20]2[N:19]([CH3:38])[N:18]=[C:17]([C:39]3[CH:44]=[CH:43][C:42]([F:45])=[CH:41][CH:40]=3)[C:16]=2[C:13]2[CH:14]=[CH:15][C:10]3[N:11]([CH:46]=[C:8]([NH:7][C:5](=[O:6])[C:4]4[CH:47]=[CH:48][N:49]=[C:2]([F:1])[CH:3]=4)[N:9]=3)[N:12]=2)[CH2:22][CH2:23]1)=[O:37]. (3) Given the reactants COC(=O)[C@H](CCCNC(OC(C)(C)C)=O)N[C:6](=[O:29])[C:7]1[CH:12]=[CH:11][C:10]([CH2:13][N:14]([C:22]([O:24][C:25]([CH3:28])([CH3:27])[CH3:26])=[O:23])[CH2:15][C:16]2[CH:21]=[CH:20][CH:19]=[CH:18][N:17]=2)=[CH:9][CH:8]=1.Cl.O1[CH2:48][CH2:47][O:46][CH2:45]C1.[BH4-].[Na+].[C:62]([O:61][C:59](O[C:59]([O:61][C:62]([CH3:65])([CH3:64])[CH3:63])=[O:60])=[O:60])([CH3:65])([CH3:64])[CH3:63].[OH2:66], predict the reaction product. The product is: [CH3:45][O:46][C:47](=[O:66])[C@H:48]([C:6](=[O:29])[C:7]1[CH:8]=[CH:9][C:10]([CH2:13][N:14]([C:22]([O:24][C:25]([CH3:26])([CH3:27])[CH3:28])=[O:23])[CH2:15][C:16]2[CH:21]=[CH:20][CH:19]=[CH:18][N:17]=2)=[CH:11][CH:12]=1)[CH2:9][CH2:10][CH2:13][N:14]([CH2:15][C:16]1[CH:21]=[CH:20][CH:19]=[CH:18][N:17]=1)[C:59]([O:61][C:62]([CH3:63])([CH3:64])[CH3:65])=[O:60]. (4) Given the reactants [CH:1]([C:3]1[O:11][C:10]2[C:9]([C:12]3[CH:13]=[C:14]([CH:20]=[CH:21][CH:22]=3)[C:15]([O:17][CH2:18][CH3:19])=[O:16])=[CH:8][N:7]=[CH:6][C:5]=2[CH:4]=1)=O.[CH2:23]1[S:29][C:27](=[O:28])[NH:26][C:24]1=[O:25].NCCC(O)=O, predict the reaction product. The product is: [O:28]=[C:27]1[NH:26][C:24](=[O:25])/[C:23](=[CH:1]/[C:3]2[O:11][C:10]3[C:9]([C:12]4[CH:13]=[C:14]([CH:20]=[CH:21][CH:22]=4)[C:15]([O:17][CH2:18][CH3:19])=[O:16])=[CH:8][N:7]=[CH:6][C:5]=3[CH:4]=2)/[S:29]1.